This data is from Full USPTO retrosynthesis dataset with 1.9M reactions from patents (1976-2016). The task is: Predict the reactants needed to synthesize the given product. (1) The reactants are: C([O:3][C:4]([C:6]1[CH:7]=[CH:8][C:9]([F:15])=[C:10]2[O:14][CH:13]=[CH:12][C:11]=12)=[O:5])C.[OH-].[Na+]. Given the product [F:15][C:9]1[CH:8]=[CH:7][C:6]([C:4]([OH:5])=[O:3])=[C:11]2[C:10]=1[O:14][CH:13]=[CH:12]2, predict the reactants needed to synthesize it. (2) Given the product [C:1]([N:4]1[CH2:9][CH2:8][N:7]([C:10]2[CH:11]=[C:12]([O:36][CH3:37])[C:13]([NH:19][C:20]3[N:25]=[C:24]([N:26]4[CH:30]=[C:29]([CH2:31][N:39]([CH2:40][CH3:41])[CH3:38])[C:28]([CH:33]5[CH2:35][CH2:34]5)=[N:27]4)[CH:23]=[CH:22][N:21]=3)=[CH:14][C:15]=2[NH:16][C:12](=[O:36])[CH:11]=[CH2:10])[CH2:6][CH2:5]1)(=[O:3])[CH3:2], predict the reactants needed to synthesize it. The reactants are: [C:1]([N:4]1[CH2:9][CH2:8][N:7]([C:10]2[C:15]([N+:16]([O-])=O)=[CH:14][C:13]([NH:19][C:20]3[N:25]=[C:24]([N:26]4[CH:30]=[C:29]([CH:31]=O)[C:28]([CH:33]5[CH2:35][CH2:34]5)=[N:27]4)[CH:23]=[CH:22][N:21]=3)=[C:12]([O:36][CH3:37])[CH:11]=2)[CH2:6][CH2:5]1)(=[O:3])[CH3:2].[CH3:38][NH:39][CH2:40][CH3:41]. (3) Given the product [F:1][C:2]1[CH:3]=[C:4]([CH:5]=[C:6]([F:10])[C:7]=1[O:8][CH3:9])[O:11][C:13]1[N:14]=[C:15]([OH:23])[C:16]2[CH:22]=[CH:21][N:20]=[CH:19][C:17]=2[N:18]=1, predict the reactants needed to synthesize it. The reactants are: [F:1][C:2]1[CH:3]=[C:4]([OH:11])[CH:5]=[C:6]([F:10])[C:7]=1[O:8][CH3:9].Cl[C:13]1[N:14]=[C:15]([OH:23])[C:16]2[CH:22]=[CH:21][N:20]=[CH:19][C:17]=2[N:18]=1. (4) Given the product [OH:22][CH2:21][C@H:9]1[C@H:8]([C:5]2[CH:6]=[CH:7][CH:2]=[CH:3][CH:4]=2)[CH2:13][CH2:12][N:11]([C:14]([O:16][C:17]([CH3:20])([CH3:19])[CH3:18])=[O:15])[CH2:10]1, predict the reactants needed to synthesize it. The reactants are: Cl[C:2]1[CH:7]=[CH:6][C:5]([C@@H:8]2[CH2:13][CH2:12][N:11]([C:14]([O:16][C:17]([CH3:20])([CH3:19])[CH3:18])=[O:15])[CH2:10][C@H:9]2[CH2:21][OH:22])=[CH:4][CH:3]=1.C(N(CC)CC)C.C(OC(OC(C)(C)C)=O)(OC(C)(C)C)=O.C(=O)(O)[O-].[Na+]. (5) Given the product [ClH:18].[Cl:18][C:19]1[CH:20]=[CH:21][C:22](/[CH:23]=[CH:24]/[S:25]([N:28]2[CH2:33][CH2:32][N:31]([C:12](=[O:14])[C:11]3[CH:10]=[CH:9][C:8]([C:3]4[CH:4]=[CH:5][CH:6]=[CH:7][N:2]=4)=[CH:16][CH:15]=3)[CH2:30][CH2:29]2)(=[O:26])=[O:27])=[CH:34][CH:35]=1, predict the reactants needed to synthesize it. The reactants are: Cl.[N:2]1[CH:7]=[CH:6][CH:5]=[CH:4][C:3]=1[C:8]1[CH:16]=[CH:15][C:11]([C:12]([OH:14])=O)=[CH:10][CH:9]=1.Cl.[Cl:18][C:19]1[CH:35]=[CH:34][C:22](/[CH:23]=[CH:24]/[S:25]([N:28]2[CH2:33][CH2:32][NH:31][CH2:30][CH2:29]2)(=[O:27])=[O:26])=[CH:21][CH:20]=1. (6) Given the product [Br:1][CH2:2][CH2:3][C:4]1([CH2:10][C:11]([O:13][CH3:18])=[O:12])[CH2:9][CH2:8][CH2:7][CH2:6][CH2:5]1, predict the reactants needed to synthesize it. The reactants are: [Br:1][CH2:2][CH2:3][C:4]1([CH2:10][C:11]([OH:13])=[O:12])[CH2:9][CH2:8][CH2:7][CH2:6][CH2:5]1.S(Cl)(Cl)=O.[CH3:18]O. (7) Given the product [NH2:14][C:3]1[C:4]([N+:11]([O-:13])=[O:12])=[C:5]([CH:9]=[CH:10][C:2]=1[Cl:1])[C:6]([O:8][C:19]1[CH2:18][CH:17]([CH3:16])[CH2:22][C:21](=[O:23])[CH:20]=1)=[O:7], predict the reactants needed to synthesize it. The reactants are: [Cl:1][C:2]1[CH:10]=[CH:9][C:5]([C:6]([OH:8])=[O:7])=[C:4]([N+:11]([O-:13])=[O:12])[C:3]=1[NH:14]C.[CH3:16][CH:17]1[CH2:22][C:21](=[O:23])[CH2:20][C:19](=O)[CH2:18]1.